Dataset: Cav3 T-type calcium channel HTS with 100,875 compounds. Task: Binary Classification. Given a drug SMILES string, predict its activity (active/inactive) in a high-throughput screening assay against a specified biological target. (1) The molecule is Clc1cc(N2CCN(CC2)\C(N(C)C)=C(\C#N)C#N)ccc1Cl. The result is 0 (inactive). (2) The drug is o1c(CNC(=O)c2c(NC(=O)c3c(NC(=O)c4occc4)cccc3)cccc2)ccc1. The result is 0 (inactive). (3) The compound is Clc1c(CSCCNC(=O)/C=C\c2cc3OCOc3cc2)ccc(Cl)c1. The result is 1 (active). (4) The molecule is Clc1c(CSCC(=O)N2CCC(CC2)C(=O)N)cccc1. The result is 0 (inactive). (5) The compound is S1\C(C([n+]2cc(cc(c2)C)C)=NC1=O)=C/[O-]. The result is 0 (inactive). (6) The drug is S(=O)(=O)(N1CCOCC1)c1cc(ccc1)c1oc(=O)c2c(n1)cccc2. The result is 0 (inactive).